From a dataset of Full USPTO retrosynthesis dataset with 1.9M reactions from patents (1976-2016). Predict the reactants needed to synthesize the given product. (1) The reactants are: Br[C:2]1[CH:3]=[C:4]2[C:9](=[CH:10][CH:11]=1)[N:8]=[CH:7][C:6]([C:12]([CH:14]1[CH2:16][CH2:15]1)=[O:13])=[C:5]2[NH:17][C:18]1[CH:23]=[CH:22][C:21]([C:24]([NH:27][C:28](=[O:34])[O:29][C:30]([CH3:33])([CH3:32])[CH3:31])([CH3:26])[CH3:25])=[CH:20][CH:19]=1.[Cl:35][C:36]1[CH:41]=[C:40](B2OC(C)(C)C(C)(C)O2)[CH:39]=[C:38]([F:51])[C:37]=1[OH:52]. Given the product [Cl:35][C:36]1[CH:41]=[C:40]([C:2]2[CH:3]=[C:4]3[C:9](=[CH:10][CH:11]=2)[N:8]=[CH:7][C:6]([C:12]([CH:14]2[CH2:16][CH2:15]2)=[O:13])=[C:5]3[NH:17][C:18]2[CH:23]=[CH:22][C:21]([C:24]([NH:27][C:28](=[O:34])[O:29][C:30]([CH3:31])([CH3:32])[CH3:33])([CH3:26])[CH3:25])=[CH:20][CH:19]=2)[CH:39]=[C:38]([F:51])[C:37]=1[OH:52], predict the reactants needed to synthesize it. (2) Given the product [CH:35]1([C:20]2[C:21]3[CH:30]=[CH:29][C:28]([C:31]([O:33][CH3:34])=[O:32])=[CH:27][C:22]=3[N:23]3[C:19]=2[C:18]2[CH:41]=[CH:42][C:15]([O:14][CH:10]4[CH2:11][CH2:12][CH2:13][NH:8][CH2:9]4)=[CH:16][C:17]=2[O:26][CH2:25][CH2:24]3)[CH2:36][CH2:37][CH2:38][CH2:39][CH2:40]1, predict the reactants needed to synthesize it. The reactants are: C(OC([N:8]1[CH2:13][CH2:12][CH2:11][CH:10]([O:14][C:15]2[CH:42]=[CH:41][C:18]3[C:19]4[N:23]([CH2:24][CH2:25][O:26][C:17]=3[CH:16]=2)[C:22]2[CH:27]=[C:28]([C:31]([O:33][CH3:34])=[O:32])[CH:29]=[CH:30][C:21]=2[C:20]=4[CH:35]2[CH2:40][CH2:39][CH2:38][CH2:37][CH2:36]2)[CH2:9]1)=O)(C)(C)C.C1(C)C=CC=CC=1. (3) The reactants are: Cl.[F:2][C:3]1[CH:21]=[CH:20][CH:19]=[CH:18][C:4]=1[CH2:5][N:6]1[C:10]2=[N:11][CH:12]=[CH:13][CH:14]=[C:9]2[C:8]([C:15]([NH2:17])=[NH:16])=[N:7]1.Cl.C[O-].[Na+].C(O[CH:29]=[C:30]([C:36](=O)[C:37]([F:40])([F:39])[F:38])[C:31]([O:33][CH2:34][CH3:35])=[O:32])C. Given the product [CH2:34]([O:33][C:31]([C:30]1[C:36]([C:37]([F:38])([F:39])[F:40])=[N:16][C:15]([C:8]2[C:9]3[C:10](=[N:11][CH:12]=[CH:13][CH:14]=3)[N:6]([CH2:5][C:4]3[CH:18]=[CH:19][CH:20]=[CH:21][C:3]=3[F:2])[N:7]=2)=[N:17][CH:29]=1)=[O:32])[CH3:35], predict the reactants needed to synthesize it. (4) Given the product [Cl:19][C:14]1[C:15]([O:17][CH3:18])=[CH:16][C:11]([N:8]2[CH2:9][CH2:10][N:5]([C:3](=[O:4])[CH2:2][N:25]3[C:26]4=[N:27][CH:28]=[CH:29][CH:30]=[C:31]4[C:23]([I:22])=[N:24]3)[C@@H:6]([CH3:21])[CH2:7]2)=[C:12]([F:20])[CH:13]=1, predict the reactants needed to synthesize it. The reactants are: Cl[CH2:2][C:3]([N:5]1[CH2:10][CH2:9][N:8]([C:11]2[CH:16]=[C:15]([O:17][CH3:18])[C:14]([Cl:19])=[CH:13][C:12]=2[F:20])[CH2:7][C@@H:6]1[CH3:21])=[O:4].[I:22][C:23]1[C:31]2[C:26](=[N:27][CH:28]=[CH:29][CH:30]=2)[NH:25][N:24]=1.C(=O)([O-])[O-].[K+].[K+].CN(C=O)C. (5) Given the product [CH2:32]([N:29]1[CH2:30][CH2:31][N:26]([C:24]2[CH:25]=[C:16]([O:15][CH3:14])[CH:17]=[C:18]3[C:23]=2[O:22][CH:21]([C:35]([NH:13][C:10]2[CH:9]=[CH:8][C:7]([N:1]4[CH2:2][CH2:3][O:4][CH2:5][CH2:6]4)=[CH:12][CH:11]=2)=[O:36])[CH2:20][CH2:19]3)[CH2:27][CH2:28]1)[CH2:33][CH3:34], predict the reactants needed to synthesize it. The reactants are: [N:1]1([C:7]2[CH:12]=[CH:11][C:10]([NH2:13])=[CH:9][CH:8]=2)[CH2:6][CH2:5][O:4][CH2:3][CH2:2]1.[CH3:14][O:15][C:16]1[CH:17]=[C:18]2[C:23](=[C:24]([N:26]3[CH2:31][CH2:30][N:29]([CH2:32][CH2:33][CH3:34])[CH2:28][CH2:27]3)[CH:25]=1)[O:22][CH:21]([C:35](O)=[O:36])[CH2:20][CH2:19]2. (6) Given the product [O:24]=[C:3]1[C@@H:2]([NH:1][S:38]([C:35]2[CH:36]=[C:37]3[C:32]([CH:31]=[CH:30][N:29]3[Si:28]([CH:42]([CH3:44])[CH3:43])([CH:45]([CH3:47])[CH3:46])[CH:26]([CH3:25])[CH3:27])=[CH:33][CH:34]=2)(=[O:40])=[O:39])[CH2:6][CH2:5][N:4]1[C:7]1[CH:16]=[C:15]2[C:10]([CH2:11][CH2:12][N:13]([C:17]([O:19][C:20]([CH3:21])([CH3:23])[CH3:22])=[O:18])[CH2:14]2)=[CH:9][CH:8]=1, predict the reactants needed to synthesize it. The reactants are: [NH2:1][C@H:2]1[CH2:6][CH2:5][N:4]([C:7]2[CH:16]=[C:15]3[C:10]([CH2:11][CH2:12][N:13]([C:17]([O:19][C:20]([CH3:23])([CH3:22])[CH3:21])=[O:18])[CH2:14]3)=[CH:9][CH:8]=2)[C:3]1=[O:24].[CH3:25][CH:26]([Si:28]([CH:45]([CH3:47])[CH3:46])([CH:42]([CH3:44])[CH3:43])[N:29]1[C:37]2[C:32](=[CH:33][CH:34]=[C:35]([S:38](Cl)(=[O:40])=[O:39])[CH:36]=2)[CH:31]=[CH:30]1)[CH3:27]. (7) Given the product [Br:16][CH2:15][C:12]1[CH:13]=[CH:14][C:9]2[O:8][CH2:7][CH2:6][N:5]([S:2]([CH3:1])(=[O:3])=[O:4])[C:10]=2[CH:11]=1, predict the reactants needed to synthesize it. The reactants are: [CH3:1][S:2]([N:5]1[C:10]2[CH:11]=[C:12]([CH3:15])[CH:13]=[CH:14][C:9]=2[O:8][CH2:7][CH2:6]1)(=[O:4])=[O:3].[Br:16]N1C(=O)CCC1=O.